Dataset: Full USPTO retrosynthesis dataset with 1.9M reactions from patents (1976-2016). Task: Predict the reactants needed to synthesize the given product. Given the product [CH2:38]([N:35]1[CH2:36][CH2:37][C:32]2[C:31]([C:41]([NH2:43])=[O:42])=[C:30]([NH:29][C:12](=[O:13])[NH:7][C:6]3[CH:8]=[CH:9][C:3]([C:2]([F:10])([F:11])[F:1])=[CH:4][CH:5]=3)[S:40][C:33]=2[CH2:34]1)[CH3:39], predict the reactants needed to synthesize it. The reactants are: [F:1][C:2]([F:11])([F:10])[C:3]1[CH:9]=[CH:8][C:6]([NH2:7])=[CH:5][CH:4]=1.[C:12]([O-])(O)=[O:13].[Na+].ClC(Cl)(OC(=O)OC(Cl)(Cl)Cl)Cl.[NH2:29][C:30]1[S:40][C:33]2[CH2:34][N:35]([CH2:38][CH3:39])[CH2:36][CH2:37][C:32]=2[C:31]=1[C:41]([NH2:43])=[O:42].